From a dataset of Forward reaction prediction with 1.9M reactions from USPTO patents (1976-2016). Predict the product of the given reaction. (1) Given the reactants C1(N[C:7]2[C:12]([CH3:13])=[C:11]([CH3:14])[N:10]=[C:9]([NH:15][CH2:16][C:17]3[CH:22]=[CH:21][CH:20]=[CH:19][N:18]=3)[N:8]=2)CCCC1.[Cl:23][C:24]1[CH:25]=[C:26]([NH2:30])[CH:27]=[CH:28][CH:29]=1, predict the reaction product. The product is: [Cl:23][C:24]1[CH:25]=[C:26]([NH:30][C:7]2[C:12]([CH3:13])=[C:11]([CH3:14])[N:10]=[C:9]([NH:15][CH2:16][C:17]3[CH:22]=[CH:21][CH:20]=[CH:19][N:18]=3)[N:8]=2)[CH:27]=[CH:28][CH:29]=1. (2) Given the reactants Br[C:2]1[CH:3]=[CH:4][C:5]([C:8]([O:10][CH2:11][C:12]2[CH:17]=[CH:16][CH:15]=[CH:14][CH:13]=2)=[O:9])=[N:6][CH:7]=1.CC1(C)C(C)(C)OB([C:26]2[CH2:27][CH2:28][N:29]([C:32]([O:34][C:35]([CH3:38])([CH3:37])[CH3:36])=[O:33])[CH2:30][CH:31]=2)O1.C(=O)([O-])[O-].[Cs+].[Cs+].O, predict the reaction product. The product is: [CH2:11]([O:10][C:8]([C:5]1[CH:4]=[CH:3][C:2]([C:26]2[CH2:31][CH2:30][N:29]([C:32]([O:34][C:35]([CH3:38])([CH3:37])[CH3:36])=[O:33])[CH2:28][CH:27]=2)=[CH:7][N:6]=1)=[O:9])[C:12]1[CH:17]=[CH:16][CH:15]=[CH:14][CH:13]=1.